The task is: Predict the reactants needed to synthesize the given product.. This data is from Full USPTO retrosynthesis dataset with 1.9M reactions from patents (1976-2016). The reactants are: Cl[C:2]1[N:3]=[CH:4][CH:5]=[C:6]2[C:11]=1[N:10]=[CH:9][CH:8]=[CH:7]2.[NH2:12][C:13]1[CH:18]=[CH:17][C:16]([F:19])=[CH:15][N:14]=1. Given the product [F:19][C:16]1[CH:17]=[CH:18][C:13]([NH:12][C:2]2[N:3]=[CH:4][CH:5]=[C:6]3[C:11]=2[N:10]=[CH:9][CH:8]=[CH:7]3)=[N:14][CH:15]=1, predict the reactants needed to synthesize it.